The task is: Predict the reactants needed to synthesize the given product.. This data is from Full USPTO retrosynthesis dataset with 1.9M reactions from patents (1976-2016). Given the product [Cl:1][C:2]1[CH:11]=[CH:10][C:5]([C:6]([O:8][CH3:9])=[O:7])=[C:4]([O:12][C:21]2[CH:22]=[CH:23][C:24]([S:26]([CH3:29])(=[O:28])=[O:27])=[CH:25][C:20]=2[Cl:19])[CH:3]=1, predict the reactants needed to synthesize it. The reactants are: [Cl:1][C:2]1[CH:11]=[CH:10][C:5]([C:6]([O:8][CH3:9])=[O:7])=[C:4]([OH:12])[CH:3]=1.C(=O)([O-])[O-].[K+].[K+].[Cl:19][C:20]1[CH:25]=[C:24]([S:26]([CH3:29])(=[O:28])=[O:27])[CH:23]=[CH:22][C:21]=1F.